From a dataset of Full USPTO retrosynthesis dataset with 1.9M reactions from patents (1976-2016). Predict the reactants needed to synthesize the given product. (1) Given the product [Br:13][C:8]1[N:7]=[C:6]2[C:11](=[N:10][CH:9]=1)[NH:12][C:15](=[O:17])[N:3]([CH2:1][CH3:2])[C:4]2=[O:5], predict the reactants needed to synthesize it. The reactants are: [CH2:1]([NH:3][C:4]([C:6]1[C:11]([NH2:12])=[N:10][CH:9]=[C:8]([Br:13])[N:7]=1)=[O:5])[CH3:2].Cl[C:15](Cl)([O:17]C(=O)OC(Cl)(Cl)Cl)Cl.C(=O)([O-])O.[Na+]. (2) Given the product [F:1][C:2]1[CH:3]=[CH:4][C:5]([O:6][CH2:7][CH:8]2[CH2:13][CH2:12][N:11]([C:14](=[O:32])/[CH:15]=[CH:16]/[C:17]3[CH:18]=[C:19]4[C:24](=[N:25][CH:26]=3)[NH:23][C:22](=[O:27])[CH:21]([C:28]([NH2:36])=[O:29])[CH2:20]4)[CH2:10][CH2:9]2)=[CH:33][CH:34]=1, predict the reactants needed to synthesize it. The reactants are: [F:1][C:2]1[CH:34]=[CH:33][C:5]([O:6][CH2:7][CH:8]2[CH2:13][CH2:12][N:11]([C:14](=[O:32])/[CH:15]=[CH:16]/[C:17]3[CH:18]=[C:19]4[C:24](=[N:25][CH:26]=3)[NH:23][C:22](=[O:27])[CH:21]([C:28](OC)=[O:29])[CH2:20]4)[CH2:10][CH2:9]2)=[CH:4][CH:3]=1.[OH-].[NH4+:36]. (3) Given the product [N+:1]([C:4]1[CH:9]=[CH:8][CH:7]=[CH:6][C:5]=1[NH:10][N:11]=[C:14]([C:15](=[O:18])[CH2:16][CH3:17])[CH2:13][CH3:12])([O-:3])=[O:2], predict the reactants needed to synthesize it. The reactants are: [N+:1]([C:4]1[CH:9]=[CH:8][CH:7]=[CH:6][C:5]=1[NH:10][NH2:11])([O-:3])=[O:2].[CH3:12][CH2:13][C:14](=O)[C:15](=[O:18])[CH2:16][CH3:17].C(O)C. (4) The reactants are: [NH:1]1[C:5](=[O:6])[CH:4]=[CH:3][C:2]1=[O:7].C(O)(C(F)(F)F)=O.[CH2:15]([N:22]([CH2:26][Si](C)(C)C)[CH2:23]OC)[C:16]1[CH:21]=[CH:20][CH:19]=[CH:18][CH:17]=1. Given the product [CH2:15]([N:22]1[CH2:26][C@@H:3]2[C:2](=[O:7])[NH:1][C:5](=[O:6])[C@@H:4]2[CH2:23]1)[C:16]1[CH:21]=[CH:20][CH:19]=[CH:18][CH:17]=1, predict the reactants needed to synthesize it. (5) Given the product [CH3:20][N:19]1[C:15]([C@H:8]([C:5]2[CH:4]=[CH:3][C:2]([O:1][CH2:22][C:23]3[CH:32]=[CH:31][C:30]4[C:29]([CH3:34])([CH3:33])[CH2:28][CH2:27][C:26]([CH3:36])([CH3:35])[C:25]=4[CH:24]=3)=[CH:7][CH:6]=2)[CH2:9][C:10]([OH:12])=[O:11])=[CH:16][N:17]=[CH:18]1, predict the reactants needed to synthesize it. The reactants are: [OH:1][C:2]1[CH:7]=[CH:6][C:5]([C@@H:8]([C:15]2[N:19]([CH3:20])[CH:18]=[N:17][CH:16]=2)[CH2:9][C:10]([O:12]CC)=[O:11])=[CH:4][CH:3]=1.Br[CH2:22][C:23]1[CH:24]=[C:25]2[C:30](=[CH:31][CH:32]=1)[C:29]([CH3:34])([CH3:33])[CH2:28][CH2:27][C:26]2([CH3:36])[CH3:35].C(=O)([O-])[O-].[Cs+].[Cs+].[Li+].[OH-]. (6) Given the product [N:22]1[CH:23]=[C:24]([C:25]2([C:31]#[N:32])[CH2:30][CH2:29][CH2:28][CH2:27][CH2:26]2)[NH:20][CH:21]=1, predict the reactants needed to synthesize it. The reactants are: C([N:20]1[C:24]([C:25]2([C:31]#[N:32])[CH2:30][CH2:29][CH2:28][CH2:27][CH2:26]2)=[CH:23][N:22]=[CH:21]1)(C1C=CC=CC=1)(C1C=CC=CC=1)C1C=CC=CC=1. (7) Given the product [C:1]([NH:4][C:5]1[CH:13]=[CH:12][C:8]([C:9]([Cl:20])=[O:10])=[CH:7][C:6]=1[N+:14]([O-:16])=[O:15])(=[O:3])[CH3:2], predict the reactants needed to synthesize it. The reactants are: [C:1]([NH:4][C:5]1[CH:13]=[CH:12][C:8]([C:9](O)=[O:10])=[CH:7][C:6]=1[N+:14]([O-:16])=[O:15])(=[O:3])[CH3:2].C(Cl)(=O)C([Cl:20])=O.C(Cl)(Cl)Cl. (8) The reactants are: Cl[CH2:2][C:3]([NH:5][C:6]1[CH:11]=[CH:10][C:9]([C:12]2[CH:17]=[N:16][CH:15]=[C:14]3[S:18][C:19]([C:21]([NH2:23])=[O:22])=[CH:20][C:13]=23)=[CH:8][CH:7]=1)=[O:4].[NH:24]1[CH:28]=[CH:27][CH:26]=[N:25]1.C(=O)([O-])[O-].[Cs+].[Cs+]. Given the product [N:24]1([CH2:2][C:3]([NH:5][C:6]2[CH:11]=[CH:10][C:9]([C:12]3[CH:17]=[N:16][CH:15]=[C:14]4[S:18][C:19]([C:21]([NH2:23])=[O:22])=[CH:20][C:13]=34)=[CH:8][CH:7]=2)=[O:4])[CH:28]=[CH:27][CH:26]=[N:25]1, predict the reactants needed to synthesize it.